This data is from Full USPTO retrosynthesis dataset with 1.9M reactions from patents (1976-2016). The task is: Predict the reactants needed to synthesize the given product. Given the product [C:32]([O:36][C:37]([N:39]1[CH2:44][CH2:43][N:42]([C:20]2[S:21][C:17](=[CH:16][C:12]3[CH:11]=[C:10]4[C:15](=[CH:14][CH:13]=3)[N:7]([CH2:6][C:5]3[CH:26]=[CH:27][C:2]([Cl:1])=[CH:3][C:4]=3[C:28]([F:31])([F:29])[F:30])[N:8]=[CH:9]4)[C:18](=[O:25])[N:19]=2)[CH2:41][C@@H:40]1[CH2:45][O:46][CH3:47])=[O:38])([CH3:35])([CH3:34])[CH3:33], predict the reactants needed to synthesize it. The reactants are: [Cl:1][C:2]1[CH:27]=[CH:26][C:5]([CH2:6][N:7]2[C:15]3[C:10](=[CH:11][C:12]([CH:16]=[C:17]4[S:21][C:20](SCC)=[N:19][C:18]4=[O:25])=[CH:13][CH:14]=3)[CH:9]=[N:8]2)=[C:4]([C:28]([F:31])([F:30])[F:29])[CH:3]=1.[C:32]([O:36][C:37]([N:39]1[CH2:44][CH2:43][NH:42][CH2:41][C@@H:40]1[CH2:45][O:46][CH3:47])=[O:38])([CH3:35])([CH3:34])[CH3:33].